From a dataset of Forward reaction prediction with 1.9M reactions from USPTO patents (1976-2016). Predict the product of the given reaction. (1) Given the reactants [BH4-].[Na+].[Cl:3][C:4]1[C:5]([C:13](OCC)=[O:14])=[N:6][CH:7]=[C:8]([CH:10]([F:12])[F:11])[CH:9]=1, predict the reaction product. The product is: [Cl:3][C:4]1[C:5]([CH2:13][OH:14])=[N:6][CH:7]=[C:8]([CH:10]([F:11])[F:12])[CH:9]=1. (2) Given the reactants [Br:1][C:2]1[CH:14]=[CH:13][C:12]2[C:11]3[C:6](=[CH:7][CH:8]=[CH:9][CH:10]=3)[C:5]([C:16]3[CH:21]=[CH:20][CH:19]=[CH:18][C:17]=3[C:22]3[CH:27]=[CH:26][CH:25]=[CH:24][CH:23]=3)(O)[C:4]=2[CH:3]=1, predict the reaction product. The product is: [Br:1][C:2]1[CH:14]=[CH:13][C:12]2[C:11]3[C:6](=[CH:7][CH:8]=[CH:9][CH:10]=3)[C:5]3([C:23]4[CH:24]=[CH:25][CH:26]=[CH:27][C:22]=4[C:17]4[C:16]3=[CH:21][CH:20]=[CH:19][CH:18]=4)[C:4]=2[CH:3]=1. (3) Given the reactants [CH2:9](NC(=[O:7])[O-:7])[CH2:10][CH2:11][CH3:12].[CH2:9]([NH3+])[CH2:10][CH2:11][CH3:12].[C:14]1(C)C=C[CH:17]=[CH:16][CH:15]=1, predict the reaction product. The product is: [C:11]([C:10]1[CH:9]=[CH:17][CH:16]=[CH:15][CH:14]=1)(=[O:7])[CH3:12].